Dataset: Full USPTO retrosynthesis dataset with 1.9M reactions from patents (1976-2016). Task: Predict the reactants needed to synthesize the given product. (1) Given the product [Cl:18][C:12]1[C:13]2[C:8](=[CH:7][C:6]([O:5][CH2:4][CH2:3][O:2][CH3:1])=[CH:15][CH:14]=2)[CH:9]=[CH:10][N:11]=1, predict the reactants needed to synthesize it. The reactants are: [CH3:1][O:2][CH2:3][CH2:4][O:5][C:6]1[CH:7]=[C:8]2[C:13](=[CH:14][CH:15]=1)[C:12](O)=[N:11][CH:10]=[CH:9]2.P(Cl)(Cl)[Cl:18]. (2) Given the product [Br:1][C:2]1[N:3]=[CH:4][C:5]2[N:6]([CH:11]=[CH:12][N:8]=2)[CH:7]=1, predict the reactants needed to synthesize it. The reactants are: [Br:1][C:2]1[N:3]=[CH:4][C:5]([NH2:8])=[N:6][CH:7]=1.Br.Br[CH2:11][CH:12](OC)OC.